From a dataset of Catalyst prediction with 721,799 reactions and 888 catalyst types from USPTO. Predict which catalyst facilitates the given reaction. (1) Reactant: [N:1]1[N:2]([C:6]2[CH:11]=[CH:10][CH:9]=[CH:8][C:7]=2[C:12]([N:14]2[CH2:19][C@H:18]([OH:20])[CH2:17][CH2:16][C@H:15]2[CH3:21])=[O:13])[N:3]=[CH:4][CH:5]=1.[H-].[Na+].F[C:25]1[CH:26]=[C:27]([CH:34]=[CH:35][N:36]=1)[C:28](N(OC)C)=[O:29].[OH2:37]. Product: [CH3:21][CH:15]1[N:14]([C:12](=[O:13])[C:7]2[CH:8]=[CH:9][CH:10]=[CH:11][C:6]=2[N:2]2[N:3]=[CH:4][CH:5]=[N:1]2)[CH2:19][CH:18]([O:20][C:25]2[CH:26]=[C:27]([CH:34]=[CH:35][N:36]=2)[C:28]([OH:37])=[O:29])[CH2:17][CH2:16]1. The catalyst class is: 3. (2) Reactant: C(Cl)(=O)C(Cl)=O.[F:7][C:8]([F:18])([F:17])[C:9]([NH:11][C@H:12]([C:14]([OH:16])=O)[CH3:13])=[O:10].N1C=CC=CC=1.[Br:25][C:26]1[CH:31]=[C:30]([O:32][CH3:33])[CH:29]=[CH:28][C:27]=1[O:34][CH3:35]. Product: [F:17][C:8]([F:7])([F:18])[C:9]([NH:11][C@@H:12]([CH3:13])[C:14]([C:29]1[CH:28]=[C:27]([O:34][CH3:35])[C:26]([Br:25])=[CH:31][C:30]=1[O:32][CH3:33])=[O:16])=[O:10]. The catalyst class is: 388. (3) The catalyst class is: 26. Reactant: [C:1]1([CH3:10])[CH:6]=[CH:5][C:4]([C:7](Cl)=[O:8])=[CH:3][CH:2]=1.[Cl-].[Al+3].[Cl-].[Cl-].[CH2:15]([O:17][C:18]([C:20]1[C:24]([CH3:25])=[CH:23][N:22]([CH3:26])[C:21]=1[CH2:27][C:28]([O:30][CH2:31][CH3:32])=[O:29])=[O:19])[CH3:16]. Product: [CH3:26][N:22]1[C:23]([C:7]([C:4]2[CH:5]=[CH:6][C:1]([CH3:10])=[CH:2][CH:3]=2)=[O:8])=[C:24]([CH3:25])[C:20]([C:18]([O:17][CH2:15][CH3:16])=[O:19])=[C:21]1[CH2:27][C:28]([O:30][CH2:31][CH3:32])=[O:29]. (4) Reactant: Br[C:2]1[CH:7]=[C:6]([CH3:8])[C:5]([C:9]2[C:10](=[O:16])[CH2:11][CH2:12][C:13]=2[O:14][CH3:15])=[C:4]([CH3:17])[CH:3]=1.[F-].[Cs+].[C:20]1(B(O)O)[CH:25]=[CH:24][CH:23]=[CH:22][CH:21]=1. Product: [CH3:17][C:4]1[CH:3]=[C:2]([C:20]2[CH:25]=[CH:24][CH:23]=[CH:22][CH:21]=2)[CH:7]=[C:6]([CH3:8])[C:5]=1[C:9]1[C:10](=[O:16])[CH2:11][CH2:12][C:13]=1[O:14][CH3:15]. The catalyst class is: 140. (5) Reactant: [C:1]([O:5][CH2:6][CH3:7])(=[O:4])[CH2:2][OH:3].[H-].[Na+].Cl[C:11]1[N:16]=[CH:15][CH:14]=[CH:13][N:12]=1.[Cl-].[NH4+]. Product: [N:12]1[CH:13]=[CH:14][CH:15]=[N:16][C:11]=1[O:3][CH2:2][C:1]([O:5][CH2:6][CH3:7])=[O:4]. The catalyst class is: 7. (6) Reactant: C([O:8][C:9]([C:11]1[CH:20]=[CH:19][C:18]2[C:13](=[CH:14][CH:15]=[C:16]([NH:21][S:22]([C:25]([F:28])([F:27])[F:26])(=[O:24])=[O:23])[CH:17]=2)[CH:12]=1)=[O:10])C1C=CC=CC=1.[Li+].[OH-]. Product: [F:27][C:25]([F:26])([F:28])[S:22]([NH:21][C:16]1[CH:17]=[C:18]2[C:13](=[CH:14][CH:15]=1)[CH:12]=[C:11]([C:9]([OH:10])=[O:8])[CH:20]=[CH:19]2)(=[O:23])=[O:24]. The catalyst class is: 1. (7) Product: [CH2:23]([C:21]1[CH:22]=[CH:16][C:17]2[C:19](=[C:7]3[C:8](=[C:9]([NH2:10])[N:18]=2)[CH:11]=[CH:12][CH:13]=[CH:14]3)[CH:20]=1)[CH2:24][CH2:25][CH2:26][CH2:27][CH3:28]. The catalyst class is: 741. Reactant: O1CCCOB1[C:7]1[CH:14]=[CH:13][CH:12]=[CH:11][C:8]=1[C:9]#[N:10].Br[C:16]1[CH:22]=[C:21]([CH2:23][CH2:24][CH2:25][CH2:26][CH2:27][CH3:28])[CH:20]=[CH:19][C:17]=1[NH2:18].C(=O)([O-])[O-].[K+].[K+].CCO. (8) Product: [Cl:1][C:2]1[CH:3]=[CH:4][C:5]([OH:10])=[C:6]([CH:7]2[O:13][CH2:12][CH2:11][O:8]2)[CH:9]=1. Reactant: [Cl:1][C:2]1[CH:3]=[CH:4][C:5]([OH:10])=[C:6]([CH:9]=1)[CH:7]=[O:8].[CH2:11](O)[CH2:12][OH:13].CC1C=CC(S(O)(=O)=O)=CC=1. The catalyst class is: 11.